Dataset: Full USPTO retrosynthesis dataset with 1.9M reactions from patents (1976-2016). Task: Predict the reactants needed to synthesize the given product. Given the product [NH2:20][C:19]1[CH:21]=[CH:22][CH:23]=[CH:24][C:18]=1[C:16]1[NH:15][C:11]2=[N:12][CH:13]=[CH:14][C:9]([C:6]3[CH:7]=[CH:8][C:3]([CH2:2][NH:1][C:35]([C:33]4[O:32][N:31]=[C:30]([C:26]([CH3:29])([CH3:28])[CH3:27])[N:34]=4)=[O:36])=[C:4]([F:25])[CH:5]=3)=[C:10]2[N:17]=1, predict the reactants needed to synthesize it. The reactants are: [NH2:1][CH2:2][C:3]1[CH:8]=[CH:7][C:6]([C:9]2[CH:14]=[CH:13][N:12]=[C:11]3[NH:15][C:16]([C:18]4[CH:24]=[CH:23][CH:22]=[CH:21][C:19]=4[NH2:20])=[N:17][C:10]=23)=[CH:5][C:4]=1[F:25].[C:26]([C:30]1[N:34]=[C:33]([C:35](OC)=[O:36])[O:32][N:31]=1)([CH3:29])([CH3:28])[CH3:27].